Dataset: Forward reaction prediction with 1.9M reactions from USPTO patents (1976-2016). Task: Predict the product of the given reaction. (1) Given the reactants [NH:1]1[CH2:6][CH2:5][CH:4]([O:7][C:8]2[CH:16]=[CH:15][C:11]([C:12]([NH2:14])=[O:13])=[CH:10][N:9]=2)[CH2:3][CH2:2]1.C(O[BH-](OC(=O)C)OC(=O)C)(=O)C.[Na+].[N:31]1[CH:36]=[CH:35][CH:34]=[CH:33][C:32]=1[CH:37]=O, predict the reaction product. The product is: [N:31]1[CH:36]=[CH:35][CH:34]=[CH:33][C:32]=1[CH2:37][N:1]1[CH2:6][CH2:5][CH:4]([O:7][C:8]2[CH:16]=[CH:15][C:11]([C:12]([NH2:14])=[O:13])=[CH:10][N:9]=2)[CH2:3][CH2:2]1. (2) Given the reactants [NH2:1][C:2]1[C:3]([C:21]#[N:22])=[C:4]([CH:18]=[CH:19][CH:20]=1)[O:5][CH:6]1[CH2:11][CH2:10][CH:9]([C:12]([NH:14][CH:15]([CH3:17])[CH3:16])=[O:13])[CH2:8][CH2:7]1.O=[C:24]([CH3:31])[CH2:25][C:26]([O:28][CH2:29][CH3:30])=[O:27], predict the reaction product. The product is: [NH2:22][C:21]1[C:3]2[C:2](=[CH:20][CH:19]=[CH:18][C:4]=2[O:5][CH:6]2[CH2:11][CH2:10][CH:9]([C:12](=[O:13])[NH:14][CH:15]([CH3:17])[CH3:16])[CH2:8][CH2:7]2)[N:1]=[C:24]([CH3:31])[C:25]=1[C:26]([O:28][CH2:29][CH3:30])=[O:27]. (3) Given the reactants [CH:1]([C:3]1[CH:4]=[C:5]([CH:9]=[CH:10][CH:11]=1)[C:6]([OH:8])=O)=O.OCC1C=CC(/[CH:20]=[CH:21]/[C:22]([O:24]C)=[O:23])=CC=1, predict the reaction product. The product is: [CH3:20]/[C:21](=[CH:1]\[C:3]1[CH:11]=[CH:10][CH:9]=[C:5]([CH2:6][OH:8])[CH:4]=1)/[C:22]([OH:24])=[O:23]. (4) Given the reactants F[C:2]1[CH:9]=[CH:8][C:5]([CH:6]=[O:7])=[CH:4][CH:3]=1.[C:10]1([OH:16])[CH:15]=[CH:14][CH:13]=[CH:12][CH:11]=1.C(=O)([O-])[O-].[K+].[K+].CN(C=O)C, predict the reaction product. The product is: [O:16]([C:2]1[CH:9]=[CH:8][C:5]([CH:6]=[O:7])=[CH:4][CH:3]=1)[C:10]1[CH:15]=[CH:14][CH:13]=[CH:12][CH:11]=1.